The task is: Predict the reaction yield, written as a fraction of the theoretical maximum amount of product (1.0 means a 100% yield; for example, 0.34 means a 34% yield).. This data is from Reaction yield outcomes from USPTO patents with 853,638 reactions. (1) The reactants are [CH2:1]([Mg]Br)[CH:2]([CH3:4])[CH3:3].C(OCC)C.CC(O[B:16]1[O:20][C@@H:19]2[CH2:21][C@@H:22]3[CH2:25][C@H:24]([C@:18]2([CH3:28])[O:17]1)[C:23]3([CH3:27])[CH3:26])C.[Na+].[Cl-]. The catalyst is O1CCCC1.S(=O)(=O)(O)O.C(OC(C)C)(C)C. The product is [CH3:3][CH:2]([CH3:4])[CH2:1][B:16]1[O:20][C@@H:19]2[CH2:21][C@@H:22]3[CH2:25][C@H:24]([C@:18]2([CH3:28])[O:17]1)[C:23]3([CH3:27])[CH3:26]. The yield is 0.620. (2) The reactants are [Si]([O:8][CH2:9][CH2:10][C@@H:11]1[NH:25][C:24](=[O:26])[N:23]([CH3:27])[CH2:22][CH2:21][CH2:20][CH2:19][CH:18]=[CH:17][C@H:16]2[C@@:14]([C:28]([O:30][CH2:31][CH3:32])=[O:29])([CH2:15]2)[NH:13][C:12]1=[O:33])(C(C)(C)C)(C)C.CCCC[N+](CCCC)(CCCC)CCCC.[F-]. The catalyst is C1COCC1. The product is [OH:8][CH2:9][CH2:10][C@@H:11]1[NH:25][C:24](=[O:26])[N:23]([CH3:27])[CH2:22][CH2:21][CH2:20][CH2:19][CH:18]=[CH:17][C@H:16]2[C@@:14]([C:28]([O:30][CH2:31][CH3:32])=[O:29])([CH2:15]2)[NH:13][C:12]1=[O:33]. The yield is 0.440. (3) The reactants are C([NH:3][CH2:4][C:5]1[CH:10]=[C:9]([C:11]([CH3:14])([CH3:13])[CH3:12])[C:8]([OH:15])=[C:7]([C:16]([CH3:19])([CH3:18])[CH3:17])[CH:6]=1)=O.N. The catalyst is O1CCOCC1.Cl.O. The product is [C:11]([C:9]1[CH:10]=[C:5]([CH:6]=[C:7]([C:16]([CH3:19])([CH3:18])[CH3:17])[C:8]=1[OH:15])[CH2:4][NH2:3])([CH3:14])([CH3:13])[CH3:12]. The yield is 0.970. (4) The reactants are [CH3:1][C:2]1[C:3]([S:19](=[O:22])(=[O:21])[NH2:20])=[N:4][CH:5]=[C:6]([C:10]=1[NH:11][C:12]1[CH:17]=[CH:16][CH:15]=[CH:14][C:13]=1[CH3:18])[C:7](O)=[O:8].Cl.[F:24][C:25]1[CH:30]=[CH:29][C:28]([C:31]2([O:37][CH3:38])[CH2:36][CH2:35][NH:34][CH2:33][CH2:32]2)=[CH:27][CH:26]=1. No catalyst specified. The product is [F:24][C:25]1[CH:30]=[CH:29][C:28]([C:31]2([O:37][CH3:38])[CH2:32][CH2:33][N:34]([C:7]([C:6]3[C:10]([NH:11][C:12]4[CH:17]=[CH:16][CH:15]=[CH:14][C:13]=4[CH3:18])=[C:2]([CH3:1])[C:3]([S:19]([NH2:20])(=[O:21])=[O:22])=[N:4][CH:5]=3)=[O:8])[CH2:35][CH2:36]2)=[CH:27][CH:26]=1. The yield is 0.540. (5) The catalyst is C(Cl)Cl. The reactants are C(O)(C(F)(F)F)=O.[NH2:8][C:9]([C@@H:11]1[CH2:16][C@@H:15]([O:17][C:18]2[CH:19]=[C:20]3[C:25](=[CH:26][C:27]=2[O:28][CH3:29])[N:24]=[CH:23][N:22]=[C:21]3[NH:30][C:31]2[CH:36]=[CH:35][CH:34]=[C:33]([Cl:37])[C:32]=2[F:38])[CH2:14][CH2:13][N:12]1C(OC(C)(C)C)=O)=[O:10]. The product is [Cl:37][C:33]1[C:32]([F:38])=[C:31]([NH:30][C:21]2[C:20]3[C:25](=[CH:26][C:27]([O:28][CH3:29])=[C:18]([O:17][C@H:15]4[CH2:14][CH2:13][NH:12][C@H:11]([C:9]([NH2:8])=[O:10])[CH2:16]4)[CH:19]=3)[N:24]=[CH:23][N:22]=2)[CH:36]=[CH:35][CH:34]=1. The yield is 0.760. (6) The product is [Br:30][C:12]1[N:13]([CH:16]2[CH2:21][CH2:20][CH2:19][CH2:18][O:17]2)[C:14]2[C:10]([N:11]=1)=[C:9]([NH2:22])[N:8]=[C:7]([O:6][CH:2]([CH3:1])[CH2:3][O:4][CH3:5])[N:15]=2. The catalyst is ClCCl. The yield is 0.811. The reactants are [CH3:1][CH:2]([O:6][C:7]1[N:15]=[C:14]2[C:10]([N:11]=[CH:12][N:13]2[CH:16]2[CH2:21][CH2:20][CH2:19][CH2:18][O:17]2)=[C:9]([NH2:22])[N:8]=1)[CH2:3][O:4][CH3:5].C1C(=O)N([Br:30])C(=O)C1.